This data is from Forward reaction prediction with 1.9M reactions from USPTO patents (1976-2016). The task is: Predict the product of the given reaction. (1) Given the reactants C[Al](C)C.[CH3:5][C:6]1[N:7]=[CH:8][C:9]([NH2:12])=[N:10][CH:11]=1.[OH:13][C@H:14]([CH2:19][O:20][C@@H:21]([CH3:34])[CH2:22][O:23][Si:24]([CH:31]([CH3:33])[CH3:32])([CH:28]([CH3:30])[CH3:29])[CH:25]([CH3:27])[CH3:26])[C:15](OC)=[O:16], predict the reaction product. The product is: [OH:13][C@@H:14]([CH2:19][O:20][C@H:21]([CH3:34])[CH2:22][O:23][Si:24]([CH:28]([CH3:30])[CH3:29])([CH:31]([CH3:33])[CH3:32])[CH:25]([CH3:26])[CH3:27])[C:15]([NH:12][C:9]1[CH:8]=[N:7][C:6]([CH3:5])=[CH:11][N:10]=1)=[O:16]. (2) Given the reactants [CH2:1]1[C:9]2[C:4](=[CH:5][CH:6]=[CH:7][CH:8]=2)[C:3]([CH2:10][CH2:11][C:12]2[CH:17]=[CH:16][CH:15]=[CH:14][N:13]=2)=[CH:2]1.C([Li])CCC.CCCCCC.[Si:29](Cl)([CH3:32])([CH3:31])[CH3:30].[Cl-].[NH4+], predict the reaction product. The product is: [CH3:30][Si:29]([CH3:32])([CH3:31])[CH:1]1[C:9]2[C:4](=[CH:5][CH:6]=[CH:7][CH:8]=2)[C:3]([CH2:10][CH2:11][C:12]2[CH:17]=[CH:16][CH:15]=[CH:14][N:13]=2)=[CH:2]1. (3) Given the reactants [NH2:1][CH2:2][CH2:3][N:4]([CH3:12])[C:5](=[O:11])[O:6][C:7]([CH3:10])([CH3:9])[CH3:8].Cl[C:14]1[CH:19]=[CH:18][N:17]=[C:16]([NH2:20])[N:15]=1, predict the reaction product. The product is: [NH2:20][C:16]1[N:17]=[C:18]([NH:1][CH2:2][CH2:3][N:4]([CH3:12])[C:5](=[O:11])[O:6][C:7]([CH3:8])([CH3:9])[CH3:10])[CH:19]=[CH:14][N:15]=1. (4) Given the reactants [Cl:1][CH2:2][CH2:3][O:4][C:5]1[C:6]([N+:27]([O-])=O)=[C:7]([CH2:13][S:14]([C:17]2[C:26]3[C:21](=[CH:22][CH:23]=[CH:24][CH:25]=3)[CH:20]=[CH:19][CH:18]=2)(=[O:16])=[O:15])[CH:8]=[C:9]([O:11][CH3:12])[CH:10]=1.O.NN, predict the reaction product. The product is: [Cl:1][CH2:2][CH2:3][O:4][C:5]1[CH:10]=[C:9]([O:11][CH3:12])[CH:8]=[C:7]([CH2:13][S:14]([C:17]2[C:26]3[C:21](=[CH:22][CH:23]=[CH:24][CH:25]=3)[CH:20]=[CH:19][CH:18]=2)(=[O:16])=[O:15])[C:6]=1[NH2:27]. (5) The product is: [C:20]([O:19][C:18]([NH:17][CH2:16][CH2:15][S:14][C:2]1[CH:3]=[C:4]([C:8]([Cl:11])=[CH:9][N:10]=1)[C:5]([OH:7])=[O:6])=[O:24])([CH3:23])([CH3:22])[CH3:21]. Given the reactants Cl[C:2]1[CH:3]=[C:4]([C:8]([Cl:11])=[CH:9][N:10]=1)[C:5]([OH:7])=[O:6].[H-].[Na+].[SH:14][CH2:15][CH2:16][NH:17][C:18](=[O:24])[O:19][C:20]([CH3:23])([CH3:22])[CH3:21], predict the reaction product.